From a dataset of Reaction yield outcomes from USPTO patents with 853,638 reactions. Predict the reaction yield, written as a fraction of the theoretical maximum amount of product (1.0 means a 100% yield; for example, 0.34 means a 34% yield). (1) The yield is 0.800. The catalyst is O1CCCC1. The reactants are [CH3:1][O:2][C:3]1[CH:4]=[C:5]2[C:10](=[CH:11][C:12]=1[O:13][CH3:14])[N:9]=[CH:8][N:7]=[C:6]2[O:15][C:16]1[CH:21]=[CH:20][C:19]([NH:22][C:23](=O)[CH2:24][O:25][C:26]2[CH:31]=[CH:30][CH:29]=[CH:28][CH:27]=2)=[CH:18][CH:17]=1.Cl.[OH-].[Na+]. The product is [CH3:1][O:2][C:3]1[CH:4]=[C:5]2[C:10](=[CH:11][C:12]=1[O:13][CH3:14])[N:9]=[CH:8][N:7]=[C:6]2[O:15][C:16]1[CH:17]=[CH:18][C:19]([NH:22][CH2:23][CH2:24][O:25][C:26]2[CH:31]=[CH:30][CH:29]=[CH:28][CH:27]=2)=[CH:20][CH:21]=1. (2) The reactants are Br[C:2]1[CH:23]=[CH:22][C:5]([C:6]([NH:8][C:9]2[C:10](=[O:21])[NH:11][CH:12]=[C:13]([C:15]3[CH:20]=[CH:19][N:18]=[CH:17][CH:16]=3)[CH:14]=2)=[O:7])=[CH:4][CH:3]=1.[NH:24]1[CH2:29][CH2:28][CH2:27][CH2:26][CH2:25]1. The catalyst is CN1C(=O)CCC1. The product is [O:21]=[C:10]1[C:9]([NH:8][C:6](=[O:7])[C:5]2[CH:22]=[CH:23][C:2]([N:24]3[CH2:29][CH2:28][CH2:27][CH2:26][CH2:25]3)=[CH:3][CH:4]=2)=[CH:14][C:13]([C:15]2[CH:20]=[CH:19][N:18]=[CH:17][CH:16]=2)=[CH:12][NH:11]1. The yield is 0.430.